This data is from Catalyst prediction with 721,799 reactions and 888 catalyst types from USPTO. The task is: Predict which catalyst facilitates the given reaction. (1) Reactant: [CH2:1]([S:3]([N:6]1[CH2:9][C:8]([CH2:32][C:33]#[N:34])([N:10]2[CH:14]=[C:13]([C:15]3[C:16]4[CH:23]=[CH:22][N:21](COCC[Si](C)(C)C)[C:17]=4[N:18]=[CH:19][N:20]=3)[CH:12]=[N:11]2)[CH2:7]1)(=[O:5])=[O:4])[CH3:2].[F:35][C:36]([F:41])([F:40])[C:37]([OH:39])=[O:38]. Product: [F:35][C:36]([F:41])([F:40])[C:37]([OH:39])=[O:38].[CH2:1]([S:3]([N:6]1[CH2:9][C:8]([CH2:32][C:33]#[N:34])([N:10]2[CH:14]=[C:13]([C:15]3[C:16]4[CH:23]=[CH:22][NH:21][C:17]=4[N:18]=[CH:19][N:20]=3)[CH:12]=[N:11]2)[CH2:7]1)(=[O:4])=[O:5])[CH3:2]. The catalyst class is: 2. (2) Reactant: [Br:1][C:2]1[CH:11]=[CH:10][C:9]([OH:12])=[CH:8][C:3]=1[C:4]([O:6][CH3:7])=[O:5].[C:13](OC(=O)C)(=[O:15])[CH3:14]. Product: [C:13]([O:12][C:9]1[CH:10]=[CH:11][C:2]([Br:1])=[C:3]([CH:8]=1)[C:4]([O:6][CH3:7])=[O:5])(=[O:15])[CH3:14]. The catalyst class is: 17. (3) Reactant: C(OC([NH:8][NH:9][CH:10]1[CH2:15][CH:14]2[CH2:16][CH:11]1[CH2:12][N:13]2[C:17]([O:19][CH2:20][C:21]1[CH:26]=[CH:25][CH:24]=[CH:23][CH:22]=1)=[O:18])=O)(C)(C)C.Cl.O1CCOCC1. Product: [NH:9]([CH:10]1[CH2:15][CH:14]2[CH2:16][CH:11]1[CH2:12][N:13]2[C:17]([O:19][CH2:20][C:21]1[CH:26]=[CH:25][CH:24]=[CH:23][CH:22]=1)=[O:18])[NH2:8]. The catalyst class is: 5. (4) Reactant: [NH:1]1[C:5]2[CH:6]=[CH:7][CH:8]=[C:9]([OH:10])[C:4]=2[N:3]=[N:2]1.[H-].[Na+].[C:13]([Si:17](Cl)([CH3:19])[CH3:18])([CH3:16])([CH3:15])[CH3:14]. Product: [Si:17]([O:10][C:9]1[C:4]2[N:3]=[N:2][NH:1][C:5]=2[CH:6]=[CH:7][CH:8]=1)([C:13]([CH3:16])([CH3:15])[CH3:14])([CH3:19])[CH3:18]. The catalyst class is: 7. (5) Reactant: [F:1][C:2]1[CH:3]=[C:4]([C:7]([OH:9])=O)[NH:5][CH:6]=1.[C:10]([O:14][C:15]([N:17]1[CH2:22][CH2:21][CH2:20][C@H:19]([C:23](=[NH:26])[NH:24]O)[CH2:18]1)=[O:16])([CH3:13])([CH3:12])[CH3:11].CCN=C=NCCCN(C)C.Cl.C1C=CC2N(O)N=NC=2C=1. Product: [C:10]([O:14][C:15]([N:17]1[CH2:22][CH2:21][CH2:20][C@H:19]([C:23]2[N:26]=[C:7]([C:4]3[NH:5][CH:6]=[C:2]([F:1])[CH:3]=3)[O:9][N:24]=2)[CH2:18]1)=[O:16])([CH3:13])([CH3:11])[CH3:12]. The catalyst class is: 12. (6) Reactant: [NH2:1][CH:2]1[CH2:7][CH2:6][N:5]([C:8]2[N:13]=[N:12][C:11]([C:14]#[N:15])=[CH:10][CH:9]=2)[CH2:4][CH2:3]1.[Cl:16][C:17]1[N:22]=[C:21](Cl)[C:20]([Cl:24])=[CH:19][N:18]=1.CCN(CC)CC. Product: [Cl:16][C:17]1[N:22]=[C:21]([NH:1][CH:2]2[CH2:7][CH2:6][N:5]([C:8]3[N:13]=[N:12][C:11]([C:14]#[N:15])=[CH:10][CH:9]=3)[CH2:4][CH2:3]2)[C:20]([Cl:24])=[CH:19][N:18]=1. The catalyst class is: 14. (7) Reactant: I[C:2]1[CH:3]=[C:4]([CH:14]=[CH:15][CH:16]=1)[O:5][CH2:6][CH2:7][N:8]1[CH2:13][CH2:12][O:11][CH2:10][CH2:9]1.[CH:17]([C:20]1[CH:24]=[C:23]([NH2:25])[NH:22][N:21]=1)([CH3:19])[CH3:18].CN[C@@H]1CCCC[C@H]1NC.C(=O)([O-])[O-].[K+].[K+].N#N. Product: [CH:17]([C:20]1[CH:24]=[C:23]([NH2:25])[N:22]([C:2]2[CH:16]=[CH:15][CH:14]=[C:4]([O:5][CH2:6][CH2:7][N:8]3[CH2:13][CH2:12][O:11][CH2:10][CH2:9]3)[CH:3]=2)[N:21]=1)([CH3:19])[CH3:18]. The catalyst class is: 432.